This data is from Forward reaction prediction with 1.9M reactions from USPTO patents (1976-2016). The task is: Predict the product of the given reaction. Given the reactants CC1[CH2:6][CH2:5][C:4](=[O:7])[CH:3]=1.[CH2:8]([Mg]Cl)[CH3:9].[CH2:12]1COC[CH2:13]1, predict the reaction product. The product is: [CH2:12]([C:8]1([CH3:9])[CH2:6][CH2:5][C:4](=[O:7])[CH2:3]1)[CH3:13].